Dataset: Full USPTO retrosynthesis dataset with 1.9M reactions from patents (1976-2016). Task: Predict the reactants needed to synthesize the given product. Given the product [Cl:3][CH2:4][CH2:5][CH2:6][N:7]([CH2:1][P:9]([O:14][CH2:15][CH3:16])([O:11][CH2:12][CH3:13])=[O:10])[CH3:8], predict the reactants needed to synthesize it. The reactants are: [CH2:1]=O.[Cl:3][CH2:4][CH2:5][CH2:6][NH:7][CH3:8].[P:9]([O-])([O:14][CH2:15][CH3:16])([O:11][CH2:12][CH3:13])=[O:10].